From a dataset of Catalyst prediction with 721,799 reactions and 888 catalyst types from USPTO. Predict which catalyst facilitates the given reaction. (1) Reactant: [I:1][C:2]1[CH:3]=[C:4]([CH:8]=[CH:9][C:10]=1[CH3:11])[C:5]([OH:7])=O.CCN=C=N[CH2:17][CH2:18][CH2:19][N:20](C)C.Cl.C1C=CC2N(O)N=NC=2C=1.CN1CCOCC1.C1(N)CC1. Product: [CH:19]1([NH:20][C:5](=[O:7])[C:4]2[CH:8]=[CH:9][C:10]([CH3:11])=[C:2]([I:1])[CH:3]=2)[CH2:17][CH2:18]1. The catalyst class is: 3. (2) Reactant: [NH:1]1[C:5]2=[N:6][CH:7]=[CH:8][CH:9]=[C:4]2[CH:3]=[CH:2]1.[H-].[Na+].Cl[C:13]1[CH:18]=[CH:17][C:16]([C:19]#[C:20][C:21]2[N:22]=[C:23]([CH3:26])[S:24][CH:25]=2)=[CH:15][N:14]=1. Product: [CH3:26][C:23]1[S:24][CH:25]=[C:21]([C:20]#[C:19][C:16]2[CH:17]=[CH:18][C:13]([N:1]3[C:5]4=[N:6][CH:7]=[CH:8][CH:9]=[C:4]4[CH:3]=[CH:2]3)=[N:14][CH:15]=2)[N:22]=1. The catalyst class is: 3. (3) The catalyst class is: 81. Reactant: C(O[CH:4](OCC)[CH2:5][O:6][C:7]1[CH:12]=[CH:11][C:10]([F:13])=[CH:9][CH:8]=1)C. Product: [CH:9]1[C:10]([F:13])=[CH:11][C:12]2[CH:4]=[CH:5][O:6][C:7]=2[CH:8]=1. (4) Reactant: N#N.[NH:3]1[C:7]2[CH:8]=[CH:9][CH:10]=[CH:11][C:6]=2[N:5]=[C:4]1[CH:12]([NH:24]C(=O)OC(C)(C)C)[CH2:13][C:14]1[CH:19]=[CH:18][C:17]([O:20][CH3:21])=[C:16]([F:22])[C:15]=1[F:23].Cl. Product: [NH:3]1[C:7]2[CH:8]=[CH:9][CH:10]=[CH:11][C:6]=2[N:5]=[C:4]1[CH:12]([NH2:24])[CH2:13][C:14]1[CH:19]=[CH:18][C:17]([O:20][CH3:21])=[C:16]([F:22])[C:15]=1[F:23]. The catalyst class is: 135. (5) Reactant: CC1C=CC(S(OCC2CC3C=CC=C(C4C=CSC=4)C=3O2)(=O)=O)=CC=1.[N-]=[N+]=[N-].[Na+].[N:31]([CH2:34][CH:35]1[CH2:39][C:38]2[CH:40]=[C:41](Cl)[CH:42]=[C:43]([C:44]3[CH:48]=[CH:47][S:46][CH:45]=3)[C:37]=2[O:36]1)=[N+]=[N-].S1C=CC(C2C3OC(CN=[N+]=[N-])CC=3C=CC=2)=C1.[N-]=[N+]=[N-]. Product: [S:46]1[CH:47]=[CH:48][C:44]([C:43]2[C:37]3[O:36][CH:35]([CH2:34][NH2:31])[CH2:39][C:38]=3[CH:40]=[CH:41][CH:42]=2)=[CH:45]1. The catalyst class is: 45.